From a dataset of Peptide-MHC class I binding affinity with 185,985 pairs from IEDB/IMGT. Regression. Given a peptide amino acid sequence and an MHC pseudo amino acid sequence, predict their binding affinity value. This is MHC class I binding data. (1) The peptide sequence is SPVMGVIGF. The MHC is HLA-B07:02 with pseudo-sequence HLA-B07:02. The binding affinity (normalized) is 0.620. (2) The peptide sequence is HGDTLEGAGEL. The MHC is Mamu-A02 with pseudo-sequence Mamu-A02. The binding affinity (normalized) is 0.469. (3) The peptide sequence is ATKDSFQSF. The MHC is HLA-A02:12 with pseudo-sequence HLA-A02:12. The binding affinity (normalized) is 0.0847. (4) The peptide sequence is VPTNDHIPV. The MHC is HLA-B07:02 with pseudo-sequence HLA-B07:02. The binding affinity (normalized) is 0.837.